Task: Predict the product of the given reaction.. Dataset: Forward reaction prediction with 1.9M reactions from USPTO patents (1976-2016) (1) The product is: [NH:48]1[C:56]2[C:51](=[CH:52][CH:53]=[CH:54][CH:55]=2)[C:50]([CH2:57][C@@H:58]2[C:59](=[O:68])[NH:60][C:61]3[C:66](=[CH:65][CH:64]=[CH:63][CH:62]=3)[N:67]2[CH2:46][C:43]2[CH:42]=[CH:41][C:40]([NH:39][C:37](=[O:38])[CH2:36][Cl:35])=[CH:45][CH:44]=2)=[CH:49]1. Given the reactants O=C(NC1C=CC(CN2C3C(=CC=CC=3)NC(=O)[C@@H]2CC2SC=CC=2)=CC=1)CSCC(OC)=O.[Cl:35][CH2:36][C:37]([NH:39][C:40]1[CH:45]=[CH:44][C:43]([CH:46]=O)=[CH:42][CH:41]=1)=[O:38].[NH:48]1[C:56]2[C:51](=[CH:52][CH:53]=[CH:54][CH:55]=2)[C:50]([CH2:57][C@H:58]2[NH:67][C:66]3[C:61](=[CH:62][CH:63]=[CH:64][CH:65]=3)[NH:60][C:59]2=[O:68])=[CH:49]1, predict the reaction product. (2) The product is: [CH3:1][N:2]1[CH:10]=[C:9]2[C:4]([CH:5]=[CH:6][CH:7]=[C:8]2[C@@H:11]2[CH2:13][C@H:12]2[CH:14]=[N:19][OH:16])=[N:3]1. Given the reactants [CH3:1][N:2]1[CH:10]=[C:9]2[C:4]([CH:5]=[CH:6][CH:7]=[C:8]2[C@@H:11]2[CH2:13][C@H:12]2[CH:14]=O)=[N:3]1.[OH-:16].[Na+].Cl.[NH2:19]O, predict the reaction product.